This data is from Experimentally validated miRNA-target interactions with 360,000+ pairs, plus equal number of negative samples. The task is: Binary Classification. Given a miRNA mature sequence and a target amino acid sequence, predict their likelihood of interaction. (1) The miRNA is hsa-miR-4714-3p with sequence CCAACCUAGGUGGUCAGAGUUG. The protein sequence of the target gene is MKVGWPGESCWQVGLAVEDSPALGAPRVGALPDVVPEGTLLNMVLRRMHRPRSCSYQLLLEHQRPSCIQGLRWTPLTNSEESLDFSESLEQASTERVLRAGRQLHRHLLATCPNLIRDRKYHLRLYRQCCSGRELVDGILALGLGVHSRSQVVGICQVLLDEGALCHVKHDWAFQDRDAQFYRFPGPEPEPVRTHEMEEELAEAVALLSQRGPDALLTVALRKPPGQRTDEELDLIFEELLHIKAVAHLSNSVKRELAAVLLFEPHSKAGTVLFSQGDKGTSWYIIWKGSVNVVTHGKGL.... Result: 1 (interaction). (2) The miRNA is mmu-miR-335-3p with sequence UUUUUCAUUAUUGCUCCUGACC. The protein sequence of the target gene is MPVVRKIFRRRRGDSESEEDEQDSEEVRLKLEETREVQNLRKRPNGVSAVALLVGEKVQEETTLVDDPFQMKTGGMVDMKKLKERGKDKISEEEDLHLGTSFSAETNRRDEDADMMKYIETELKKRKGIVEHEEQKVKPKNAEDCLYELPENIRVSSAKKTEEMLSNQMLSGIPEVDLGIDAKIKNIISTEDAKARLLAEQQNKKKDSETSFVPTNMAVNYVQHNRFYHEELNAPIRRNKEEPKARPLRVGDTEKPEPERSPPNRKRPANEKATDDYHYEKFKKMNRRY. Result: 0 (no interaction).